Dataset: Catalyst prediction with 721,799 reactions and 888 catalyst types from USPTO. Task: Predict which catalyst facilitates the given reaction. (1) Reactant: [C:1]([O:5][C:6]([NH:8][CH2:9][C:10]([CH3:28])([CH3:27])[CH2:11][O:12][C:13]1[CH:22]=[C:21]([C:23]([CH3:26])([CH3:25])[CH3:24])[CH:20]=[CH:19][C:14]=1[C:15]([O:17][CH3:18])=[O:16])=[O:7])([CH3:4])([CH3:3])[CH3:2].CI.[CH3:31][Si]([N-][Si](C)(C)C)(C)C.[Na+]. Product: [C:1]([O:5][C:6]([N:8]([CH3:31])[CH2:9][C:10]([CH3:28])([CH3:27])[CH2:11][O:12][C:13]1[CH:22]=[C:21]([C:23]([CH3:26])([CH3:25])[CH3:24])[CH:20]=[CH:19][C:14]=1[C:15]([O:17][CH3:18])=[O:16])=[O:7])([CH3:3])([CH3:4])[CH3:2]. The catalyst class is: 266. (2) Reactant: [Br:1][C:2]1[CH:15]=[CH:14][C:5]([O:6][C:7]([CH2:12][OH:13])([CH2:10][OH:11])[CH2:8]O)=[CH:4][CH:3]=1.[H-].[Na+].[CH3:18][S:19](Cl)(=[O:21])=[O:20]. Product: [Br:1][C:2]1[CH:15]=[CH:14][C:5]([O:6][C:7]2([CH2:12][O:13][S:19]([CH3:18])(=[O:21])=[O:20])[CH2:10][O:11][CH2:8]2)=[CH:4][CH:3]=1. The catalyst class is: 1. (3) Reactant: [CH2:1]([N:8]=[C:9]=[O:10])[CH2:2][CH2:3][CH2:4][CH2:5][CH2:6][CH3:7].[CH3:11][C:12]1[CH:17]=[CH:16][C:15]([NH:18][CH3:19])=[CH:14][C:13]=1[C:20]1[CH:25]=[CH:24][C:23](/[CH:26]=[CH:27]/[C:28]([O:30][CH2:31][CH3:32])=[O:29])=[CH:22][CH:21]=1. Product: [CH2:1]([NH:8][C:9](=[O:10])[N:18]([C:15]1[CH:16]=[CH:17][C:12]([CH3:11])=[C:13]([C:20]2[CH:25]=[CH:24][C:23](/[CH:26]=[CH:27]/[C:28]([O:30][CH2:31][CH3:32])=[O:29])=[CH:22][CH:21]=2)[CH:14]=1)[CH3:19])[CH2:2][CH2:3][CH2:4][CH2:5][CH2:6][CH3:7]. The catalyst class is: 236.